Dataset: Reaction yield outcomes from USPTO patents with 853,638 reactions. Task: Predict the reaction yield, written as a fraction of the theoretical maximum amount of product (1.0 means a 100% yield; for example, 0.34 means a 34% yield). (1) The yield is 0.835. The catalyst is C1(C)C=CC=CC=1. The reactants are [N:1]1([C:6]2[CH:11]=[CH:10][C:9]([CH2:12][O:13][NH2:14])=[CH:8][N:7]=2)[CH:5]=[CH:4][CH:3]=[N:2]1.[C:15]([OH:21])([C:17]([F:20])([F:19])[F:18])=[O:16].CC(O)C. The product is [F:18][C:17]([F:20])([F:19])[C:15]([OH:21])=[O:16].[N:1]1([C:6]2[CH:11]=[CH:10][C:9]([CH2:12][O:13][NH2:14])=[CH:8][N:7]=2)[CH:5]=[CH:4][CH:3]=[N:2]1. (2) The product is [CH3:1][N:2]1[C:6]([NH:7][C:8]([N:30]2[CH2:31][CH2:32][N:27]([C:25]3[S:24][N:23]=[C:22]([C:16]4[CH:21]=[CH:20][CH:19]=[CH:18][CH:17]=4)[N:26]=3)[CH2:28][CH2:29]2)=[O:15])=[CH:5][CH:4]=[N:3]1. The yield is 0.468. The catalyst is CS(C)=O. The reactants are [CH3:1][N:2]1[C:6]([NH:7][C:8](=[O:15])OCC(Cl)(Cl)Cl)=[CH:5][CH:4]=[N:3]1.[C:16]1([C:22]2[N:26]=[C:25]([N:27]3[CH2:32][CH2:31][NH:30][CH2:29][CH2:28]3)[S:24][N:23]=2)[CH:21]=[CH:20][CH:19]=[CH:18][CH:17]=1.C(N(C(C)C)CC)(C)C.O. (3) The reactants are [NH2:1][C:2]1[C:7]2[N:8]=[C:9]([CH3:11])[O:10][C:6]=2[CH:5]=[CH:4][CH:3]=1.[Br:12]N1C(=O)CCC1=O. The catalyst is CN(C=O)C. The product is [NH2:1][C:2]1[C:7]2[N:8]=[C:9]([CH3:11])[O:10][C:6]=2[C:5]([Br:12])=[CH:4][CH:3]=1. The yield is 0.560. (4) The reactants are [NH2:1][C:2]1[CH:3]=[CH:4][C:5]([F:33])=[C:6]([C@:8]23[CH2:16][N:15]([C:17]4[N:22]=[CH:21][C:20]([F:23])=[CH:19][N:18]=4)[CH2:14][C@H:13]2[CH2:12][S:11][C:10]([NH:24][C:25](=[O:32])[C:26]2[CH:31]=[CH:30][CH:29]=[CH:28][CH:27]=2)=[N:9]3)[CH:7]=1.[CH3:34][O:35][C:36]1[N:37]=[CH:38][C:39]([C:42](O)=[O:43])=[N:40][CH:41]=1.ON1C2C=CC=CC=2N=N1.Cl.CN(C)CCCN=C=NCC. The catalyst is ClCCl.CN(C=O)C. The product is [C:25]([NH:24][C:10]1[S:11][CH2:12][C@@H:13]2[CH2:14][N:15]([C:17]3[N:22]=[CH:21][C:20]([F:23])=[CH:19][N:18]=3)[CH2:16][C@:8]2([C:6]2[CH:7]=[C:2]([NH:1][C:42]([C:39]3[CH:38]=[N:37][C:36]([O:35][CH3:34])=[CH:41][N:40]=3)=[O:43])[CH:3]=[CH:4][C:5]=2[F:33])[N:9]=1)(=[O:32])[C:26]1[CH:31]=[CH:30][CH:29]=[CH:28][CH:27]=1. The yield is 0.740. (5) The reactants are [CH3:1][C:2]([NH:11][C:12]([NH:14][C:15]1[CH:20]=[CH:19][C:18]([S:21][CH3:22])=[C:17]([C:23]([F:26])([F:25])[F:24])[CH:16]=1)=[O:13])([CH3:10])[C:3](OC(C)(C)C)=[O:4].Cl. The catalyst is O1CCCC1. The product is [CH3:1][C:2]1([CH3:10])[NH:11][C:12](=[O:13])[N:14]([C:15]2[CH:20]=[CH:19][C:18]([S:21][CH3:22])=[C:17]([C:23]([F:26])([F:25])[F:24])[CH:16]=2)[C:3]1=[O:4]. The yield is 0.900. (6) The reactants are [NH2:1][C:2]1[N:7]=[CH:6][C:5]([OH:8])=[CH:4][CH:3]=1.S1(CCCC1)(=O)=O.F[C:17]1[CH:22]=[CH:21][CH:20]=[CH:19][N:18]=1. No catalyst specified. The product is [N:18]1[CH:19]=[CH:20][CH:21]=[CH:22][C:17]=1[O:8][C:5]1[CH:4]=[CH:3][C:2]([NH2:1])=[N:7][CH:6]=1. The yield is 0.150.